This data is from Peptide-MHC class II binding affinity with 134,281 pairs from IEDB. The task is: Regression. Given a peptide amino acid sequence and an MHC pseudo amino acid sequence, predict their binding affinity value. This is MHC class II binding data. (1) The peptide sequence is WLDAKSTWYGKPTAA. The MHC is DRB4_0101 with pseudo-sequence DRB4_0103. The binding affinity (normalized) is 0. (2) The peptide sequence is SLSELTDALRTLGST. The MHC is HLA-DQA10102-DQB10602 with pseudo-sequence HLA-DQA10102-DQB10602. The binding affinity (normalized) is 0.501. (3) The peptide sequence is AARLLSIRAMSTKFS. The MHC is DRB1_0901 with pseudo-sequence DRB1_0901. The binding affinity (normalized) is 0.581. (4) The peptide sequence is RKPLDNIKDNVGKME. The MHC is HLA-DPA10201-DPB10501 with pseudo-sequence HLA-DPA10201-DPB10501. The binding affinity (normalized) is 0.205.